This data is from Full USPTO retrosynthesis dataset with 1.9M reactions from patents (1976-2016). The task is: Predict the reactants needed to synthesize the given product. (1) The reactants are: [OH:1][C:2]1[CH:3]=[C:4]2[C:9](=[CH:10][CH:11]=1)[CH2:8][CH:7]([C:12]([OH:14])=O)[CH2:6][CH2:5]2.[C:15]([O:19][C:20](=[O:36])[CH2:21][NH:22][CH2:23][C:24]1[CH:25]=[C:26]([C:29]([O:31][C:32]([CH3:35])([CH3:34])[CH3:33])=[O:30])[S:27][CH:28]=1)([CH3:18])([CH3:17])[CH3:16].F[P-](F)(F)(F)(F)F.N1(OC(N(C)C)=[N+](C)C)C2N=CC=CC=2N=N1.C(N(CC)C(C)C)(C)C. Given the product [C:15]([O:19][C:20](=[O:36])[CH2:21][N:22]([CH2:23][C:24]1[CH:25]=[C:26]([C:29]([O:31][C:32]([CH3:35])([CH3:34])[CH3:33])=[O:30])[S:27][CH:28]=1)[C:12]([CH:7]1[CH2:6][CH2:5][C:4]2[C:9](=[CH:10][CH:11]=[C:2]([OH:1])[CH:3]=2)[CH2:8]1)=[O:14])([CH3:17])([CH3:18])[CH3:16], predict the reactants needed to synthesize it. (2) Given the product [Br:14][C:11]1[C:10](=[O:13])[NH:9][C:7]2[N:8]=[C:3]([S:2][CH3:1])[N:4]=[CH:5][C:6]=2[CH:12]=1, predict the reactants needed to synthesize it. The reactants are: [CH3:1][S:2][C:3]1[N:4]=[CH:5][C:6]2[CH:12]=[CH:11][C:10](=[O:13])[NH:9][C:7]=2[N:8]=1.[Br:14]N1C(=O)CCC1=O. (3) Given the product [C:29]([NH:28][C:27]1[N:23]([CH:19]2[CH2:20][CH2:21][CH2:22][N:17]([C:15]([O:14][CH2:7][C:8]3[CH:13]=[CH:12][CH:11]=[CH:10][CH:9]=3)=[O:16])[CH2:18]2)[N:24]=[C:25]([C:34]2[CH:39]=[CH:38][C:37]([S:48][C:45]3[CH:46]=[CH:47][C:42]([Cl:41])=[CH:43][CH:44]=3)=[CH:36][CH:35]=2)[C:26]=1[C:32]#[N:33])(=[O:31])[CH3:30], predict the reactants needed to synthesize it. The reactants are: C(=O)([O-])[O-].[K+].[K+].[CH2:7]([O:14][C:15]([N:17]1[CH2:22][CH2:21][CH2:20][CH:19]([N:23]2[C:27]([NH:28][C:29](=[O:31])[CH3:30])=[C:26]([C:32]#[N:33])[C:25]([C:34]3[CH:39]=[CH:38][C:37](I)=[CH:36][CH:35]=3)=[N:24]2)[CH2:18]1)=[O:16])[C:8]1[CH:13]=[CH:12][CH:11]=[CH:10][CH:9]=1.[Cl:41][C:42]1[CH:47]=[CH:46][C:45]([SH:48])=[CH:44][CH:43]=1.CN1CCCC1. (4) Given the product [F:29][C:27]1[CH:26]=[CH:25][CH:24]=[C:23]2[C:28]=1[CH:19]([O:1][C:2]1[C:10]3[N:9]=[C:8]([CH3:11])[N:7]([CH3:12])[C:6]=3[CH:5]=[C:4]([C:13]([N:15]([CH3:16])[CH3:17])=[O:14])[CH:3]=1)[CH2:20][CH2:21][O:22]2, predict the reactants needed to synthesize it. The reactants are: [OH:1][C:2]1[C:10]2[N:9]=[C:8]([CH3:11])[N:7]([CH3:12])[C:6]=2[CH:5]=[C:4]([C:13]([N:15]([CH3:17])[CH3:16])=[O:14])[CH:3]=1.Cl[CH:19]1[C:28]2[C:23](=[CH:24][CH:25]=[CH:26][C:27]=2[F:29])[O:22][CH2:21][CH2:20]1. (5) Given the product [F:4][C:2]([C:5]1[O:9][C:8]([CH2:10][N:11]2[CH:15]=[CH:14][C:13]([NH:16][C:28]([C:24]3[N:25]=[CH:26][O:27][C:23]=3[C:17]3[CH:18]=[CH:19][CH:20]=[CH:21][CH:22]=3)=[O:29])=[N:12]2)=[CH:7][CH:6]=1)([F:1])[CH3:3], predict the reactants needed to synthesize it. The reactants are: [F:1][C:2]([C:5]1[O:9][C:8]([CH2:10][N:11]2[CH:15]=[CH:14][C:13]([NH2:16])=[N:12]2)=[CH:7][CH:6]=1)([F:4])[CH3:3].[C:17]1([C:23]2[O:27][CH:26]=[N:25][C:24]=2[C:28](O)=[O:29])[CH:22]=[CH:21][CH:20]=[CH:19][CH:18]=1. (6) Given the product [CH3:17][C:9]1[CH:10]=[C:11]([CH:15]([C:2]2[CH:7]=[CH:6][CH:5]=[C:4]([CH3:8])[CH:3]=2)[OH:16])[CH:12]=[CH:13][CH:14]=1, predict the reactants needed to synthesize it. The reactants are: Br[C:2]1[CH:3]=[C:4]([CH3:8])[CH:5]=[CH:6][CH:7]=1.[C:9]1([CH3:17])[CH:14]=[CH:13][CH:12]=[C:11]([CH:15]=[O:16])[CH:10]=1.[Li]CCCC. (7) The reactants are: C(OC([N:8]1[CH2:13][CH2:12][C:11]([C:15]2[CH:20]=[CH:19][C:18]([Cl:21])=[CH:17][CH:16]=2)(O)[CH:10]([OH:22])[CH2:9]1)=O)(C)(C)C.C(N(S(F)(F)[F:29])CC)C.CO. Given the product [Cl:21][C:18]1[CH:19]=[CH:20][C:15]([C:11]2([F:29])[CH2:12][CH2:13][NH:8][CH2:9][CH:10]2[OH:22])=[CH:16][CH:17]=1, predict the reactants needed to synthesize it. (8) The reactants are: [CH3:1][S:2]([C:5]1[CH:10]=[CH:9][C:8]([NH:11][C:12]([C:14]2[CH:18]=[C:17]([CH3:19])[N:16]([C:20]3[CH:25]=[CH:24][CH:23]=[CH:22][C:21]=3Br)[C:15]=2[CH3:27])=[O:13])=[CH:7][CH:6]=1)(=[O:4])=[O:3].[Cl:28][C:29]1[CH:30]=[C:31](B(O)O)[CH:32]=[CH:33][CH:34]=1. Given the product [CH3:1][S:2]([C:5]1[CH:10]=[CH:9][C:8]([NH:11][C:12]([C:14]2[CH:18]=[C:17]([CH3:19])[N:16]([C:20]3[CH:25]=[CH:24][CH:23]=[CH:22][C:21]=3[C:33]3[CH:32]=[CH:31][CH:30]=[C:29]([Cl:28])[CH:34]=3)[C:15]=2[CH3:27])=[O:13])=[CH:7][CH:6]=1)(=[O:4])=[O:3], predict the reactants needed to synthesize it.